Dataset: Forward reaction prediction with 1.9M reactions from USPTO patents (1976-2016). Task: Predict the product of the given reaction. (1) Given the reactants C([N:8]1[C:16]2[C:11](=[CH:12][CH:13]=[C:14]([NH2:17])[CH:15]=2)[CH:10]=[N:9]1)(OC(C)(C)C)=O.C[Si]([N-][Si](C)(C)C)(C)C.[K+].[C:28]([C:32]1[CH:37]=[CH:36][C:35]([C:38]2[O:39][C:40](=[O:47])[C:41]3[S:46][CH:45]=[CH:44][C:42]=3[N:43]=2)=[CH:34][CH:33]=1)([CH3:31])([CH3:30])[CH3:29].[Cl-].[NH4+], predict the reaction product. The product is: [C:28]([C:32]1[CH:37]=[CH:36][C:35]([C:38]([NH:43][C:42]2[CH:44]=[CH:45][S:46][C:41]=2[C:40]([NH:17][C:14]2[CH:15]=[C:16]3[C:11]([CH:10]=[N:9][NH:8]3)=[CH:12][CH:13]=2)=[O:47])=[O:39])=[CH:34][CH:33]=1)([CH3:31])([CH3:29])[CH3:30]. (2) The product is: [C:23]([O:1][CH2:2][CH2:3][C:4]1[CH:11]=[CH:10][C:7]([CH:8]=[O:9])=[CH:6][CH:5]=1)(=[O:30])[C:24]1[CH:29]=[CH:28][CH:27]=[CH:26][CH:25]=1. Given the reactants [OH:1][CH2:2][CH2:3][C:4]1[CH:11]=[CH:10][C:7]([CH:8]=[O:9])=[CH:6][CH:5]=1.C(Cl)(Cl)Cl.C(N(CC)CC)C.[C:23](Cl)(=[O:30])[C:24]1[CH:29]=[CH:28][CH:27]=[CH:26][CH:25]=1, predict the reaction product. (3) Given the reactants C1(P(C2CCCCC2)C2CCCCC2)CCCCC1.[F:20][C:21]1[CH:30]=[C:29](B2OC(C)(C)C(C)(C)O2)[CH:28]=[C:27]2[C:22]=1[N:23]=[CH:24][CH:25]=[N:26]2.[CH3:40][O:41][C:42](=[O:67])[C:43]1[CH:48]=[CH:47][CH:46]=[CH:45][C:44]=1[NH:49][C:50]1[N:54]([C:55]2[CH:60]=[CH:59][CH:58]=[CH:57][C:56]=2[C:61]([F:64])([F:63])[F:62])[N:53]=[C:52]([CH3:65])[C:51]=1Br.P([O-])([O-])([O-])=O.[K+].[K+].[K+], predict the reaction product. The product is: [CH3:40][O:41][C:42](=[O:67])[C:43]1[CH:48]=[CH:47][CH:46]=[CH:45][C:44]=1[NH:49][C:50]1[N:54]([C:55]2[CH:60]=[CH:59][CH:58]=[CH:57][C:56]=2[C:61]([F:64])([F:62])[F:63])[N:53]=[C:52]([CH3:65])[C:51]=1[C:29]1[CH:28]=[C:27]2[C:22](=[C:21]([F:20])[CH:30]=1)[N:23]=[CH:24][CH:25]=[N:26]2.